This data is from Catalyst prediction with 721,799 reactions and 888 catalyst types from USPTO. The task is: Predict which catalyst facilitates the given reaction. (1) Reactant: [C:1]([O:5][C:6]([NH:8][CH2:9][CH2:10][NH:11][C@H:12]1[CH2:17][CH2:16][C@H:15]([C:18]([O:20][CH3:21])=[O:19])[CH2:14][CH2:13]1)=[O:7])([CH3:4])([CH3:3])[CH3:2].C(N(CC)CC)C.[Cl:29][CH2:30][C:31](Cl)=[O:32].C(=O)([O-])O.[Na+]. Product: [C:1]([O:5][C:6]([NH:8][CH2:9][CH2:10][N:11]([C:31](=[O:32])[CH2:30][Cl:29])[C@H:12]1[CH2:17][CH2:16][C@H:15]([C:18]([O:20][CH3:21])=[O:19])[CH2:14][CH2:13]1)=[O:7])([CH3:4])([CH3:3])[CH3:2]. The catalyst class is: 22. (2) Reactant: [F:1][C:2]([F:36])([F:35])[C:3]1[CH:4]=[C:5]([CH:28]=[C:29]([C:31]([F:34])([F:33])[F:32])[CH:30]=1)[CH2:6][N:7]([C@@H:14]1[C:20]2=[CH:21][C:22]3[CH2:23][O:24][CH2:25][C:26]=3[CH:27]=[C:19]2[NH:18][CH2:17][CH2:16][CH2:15]1)[C:8]1[N:9]=[N:10][N:11]([CH3:13])[N:12]=1.[CH3:37][O:38][C:39](=[O:47])[CH2:40][C:41]([CH3:46])([CH3:45])[CH2:42][CH:43]=O.C(O)(=O)C.C(O[BH-](OC(=O)C)OC(=O)C)(=O)C.[Na+]. Product: [CH3:37][O:38][C:39](=[O:47])[CH2:40][C:41]([CH3:46])([CH3:45])[CH2:42][CH2:43][N:18]1[C:19]2[C:20](=[CH:21][C:22]3[CH2:23][O:24][CH2:25][C:26]=3[CH:27]=2)[C@@H:14]([N:7]([CH2:6][C:5]2[CH:28]=[C:29]([C:31]([F:32])([F:33])[F:34])[CH:30]=[C:3]([C:2]([F:1])([F:35])[F:36])[CH:4]=2)[C:8]2[N:9]=[N:10][N:11]([CH3:13])[N:12]=2)[CH2:15][CH2:16][CH2:17]1. The catalyst class is: 576. (3) Reactant: [OH:1][NH:2][C:3]([C:5]1[CH:13]=[CH:12][C:11]2[NH:10][C:9]3[CH:14]([CH2:17][C:18]([OH:20])=[O:19])[CH2:15][CH2:16][C:8]=3[C:7]=2[CH:6]=1)=[NH:4].C(N(CC)CC)C.[F:28][C:29]([F:44])([F:43])[C:30]1[CH:31]=[C:32]([CH:36]=[C:37]([C:39]([F:42])([F:41])[F:40])[CH:38]=1)[C:33](Cl)=O. Product: [F:28][C:29]([F:43])([F:44])[C:30]1[CH:31]=[C:32]([C:33]2[O:1][N:2]=[C:3]([C:5]3[CH:13]=[CH:12][C:11]4[NH:10][C:9]5[CH:14]([CH2:17][C:18]([OH:20])=[O:19])[CH2:15][CH2:16][C:8]=5[C:7]=4[CH:6]=3)[N:4]=2)[CH:36]=[C:37]([C:39]([F:40])([F:41])[F:42])[CH:38]=1. The catalyst class is: 1. (4) Reactant: [NH2:1][CH2:2][CH2:3][CH2:4][NH:5][C:6](=[O:12])[O:7][C:8]([CH3:11])([CH3:10])[CH3:9].[Br:13][C:14]1[CH:21]=[CH:20][C:17]([CH:18]=O)=[C:16]([F:22])[CH:15]=1.C(O)(=O)C.[Na].C(=O)([O-])O.[Na+].[C:33](Cl)(=[O:42])[O:34][CH2:35][C:36]1[CH:41]=[CH:40][CH:39]=[CH:38][CH:37]=1. Product: [Br:13][C:14]1[CH:21]=[CH:20][C:17]([CH2:18][N:1]([CH2:2][CH2:3][CH2:4][NH:5][C:6]([O:7][C:8]([CH3:9])([CH3:11])[CH3:10])=[O:12])[C:33](=[O:42])[O:34][CH2:35][C:36]2[CH:41]=[CH:40][CH:39]=[CH:38][CH:37]=2)=[C:16]([F:22])[CH:15]=1. The catalyst class is: 1. (5) Reactant: C([Li])CCC.C(N[CH:10]([CH3:12])[CH3:11])(C)C.CN1CCCN(C)C1=O.[Br:22][C:23]1[CH:28]=[CH:27][CH:26]=[C:25]([F:29])[CH:24]=1.ICCC.Cl.S([O-])(O)=O.[Na+]. Product: [Br:22][C:23]1[CH:28]=[CH:27][CH:26]=[C:25]([F:29])[C:24]=1[CH2:12][CH2:10][CH3:11]. The catalyst class is: 20. (6) Reactant: [NH2:1][C:2]1[C:3]([NH:10][C:11]2[CH:16]=[CH:15][C:14]([CH2:17][CH2:18][NH:19][C:20]([NH:22][S:23]([C:26]3[CH:31]=[CH:30][C:29]([CH3:32])=[CH:28][CH:27]=3)(=[O:25])=[O:24])=[O:21])=[CH:13][CH:12]=2)=[N:4][C:5]([CH3:9])=[CH:6][C:7]=1[CH3:8].[C:33]1([CH2:39][CH2:40][CH2:41][C:42](O)=O)[CH:38]=[CH:37][CH:36]=[CH:35][CH:34]=1.Cl.C(N=C=NCCCN(C)C)C.O.C1(C)C=CC(S(O)(=O)=O)=CC=1. Product: [CH3:9][C:5]1[N:4]=[C:3]2[N:10]([C:11]3[CH:16]=[CH:15][C:14]([CH2:17][CH2:18][NH:19][C:20]([NH:22][S:23]([C:26]4[CH:27]=[CH:28][C:29]([CH3:32])=[CH:30][CH:31]=4)(=[O:25])=[O:24])=[O:21])=[CH:13][CH:12]=3)[C:42]([CH2:41][CH2:40][CH2:39][C:33]3[CH:38]=[CH:37][CH:36]=[CH:35][CH:34]=3)=[N:1][C:2]2=[C:7]([CH3:8])[CH:6]=1. The catalyst class is: 451. (7) Reactant: C(OC(=O)[NH:7][C@H:8]([CH2:33][C:34]1[CH:39]=[C:38]([F:40])[C:37]([F:41])=[CH:36][C:35]=1[F:42])[CH2:9][C:10]([N:12]1[CH2:17][CH2:16][N:15]2[C:18]([C:29]([F:32])([F:31])[F:30])=[N:19][C:20]([C:21]([N:23]3[CH2:28][CH2:27][O:26][CH2:25][CH2:24]3)=[O:22])=[C:14]2[CH2:13]1)=[O:11])(C)(C)C.[ClH:44]. Product: [ClH:44].[NH2:7][C@H:8]([CH2:33][C:34]1[CH:39]=[C:38]([F:40])[C:37]([F:41])=[CH:36][C:35]=1[F:42])[CH2:9][C:10]([N:12]1[CH2:17][CH2:16][N:15]2[C:18]([C:29]([F:30])([F:32])[F:31])=[N:19][C:20]([C:21]([N:23]3[CH2:28][CH2:27][O:26][CH2:25][CH2:24]3)=[O:22])=[C:14]2[CH2:13]1)=[O:11]. The catalyst class is: 13.